Dataset: hERG Central: cardiac toxicity at 1µM, 10µM, and general inhibition. Task: Predict hERG channel inhibition at various concentrations. (1) The molecule is COc1cccc(OC)c1OCCNCC1CSc2ccccc2O1.Cl. Results: hERG_inhib (hERG inhibition (general)): blocker. (2) The drug is COc1ccc(C(=O)N2CCC(n3c(C)nc4cc(F)ccc43)CC2)cc1. Results: hERG_inhib (hERG inhibition (general)): blocker.